This data is from Experimentally validated miRNA-target interactions with 360,000+ pairs, plus equal number of negative samples. The task is: Binary Classification. Given a miRNA mature sequence and a target amino acid sequence, predict their likelihood of interaction. (1) The miRNA is hsa-miR-345-5p with sequence GCUGACUCCUAGUCCAGGGCUC. The protein sequence of the target gene is MASDGASALPGPDMSMKPSAAPSPSPALPFLPPTSDPPDHPPREPPPQPIMPSVFSPDNPLMLSAFPSSLLVTGDGGPCLSGAGAGKVIVKVKTEGGSAEPSQTQNFILTQTALNSTAPGTPCGGLEGPAPPFVTASNVKTILPSKAVGVSQEGPPGLPPQPPPPVAQLVPIVPLEKAWPGPHGTTGEGGPVATLSKPSLGDRSKISKDVYENFRQWQRYKALARRHLSQSPDTEALSCFLIPVLRSLARLKPTMTLEEGLPLAVQEWEHTSNFDRMIFYEMAERFMEFEAEEMQIQNTQ.... Result: 0 (no interaction). (2) The miRNA is hsa-miR-6829-3p with sequence UGCCUCCUCCGUGGCCUCAG. The protein sequence of the target gene is MDRSKRNSIAGFPPRVERLEEFEGGGGGEGNVSQVGRVWPSSYRALISAFSRLTRLDDFTCEKIGSGFFSEVFKVRHRASGQVMALKMNTLSSNRANMLKEVQLMNRLSHPNILRFMGVCVHQGQLHALTEYINSGNLEQLLDSNLHLPWTVRVKLAYDIAVGLSYLHFKGIFHRDLTSKNCLIKRDENGYSAVVADFGLAEKIPDVSMGSEKLAVVGSPFWMAPEVLRDEPYNEKADVFSYGIILCEIIARIQADPDYLPRTENFGLDYDAFQHMVGDCPPDFLQLTFNCCNMDPKLRP.... Result: 1 (interaction). (3) The miRNA is hsa-miR-760 with sequence CGGCUCUGGGUCUGUGGGGA. Result: 1 (interaction). The protein sequence of the target gene is MDAGFFRGTSAEQDNRFSNKQKKLLKQLKFAECLEKKVDMSKVNLEVIKPWITKRVTEILGFEDDVVIEFIFNQLEVKNPDSKMMQINLTGFLNGKNAREFMGELWPLLLSAQENIAGIPSAFLELKKEEIKQRQIEQEKLASMKKQDEDKDKRDKEEKESSREKRERSRSPRRRKSRSPSPRRRSSPVRRERKRSHSRSPRHRTKSRSPSPAPEKKEKTPELPEPSVKVKEPSVQEATSTSDILKVPKPEPIPEPKEPSPEKNSKKEKEKEKTRPRSRSRSKSRSRTRSRSPSHTRPRR.... (4) The miRNA is hsa-miR-520g-5p with sequence UCUAGAGGAAGCACUUUCUGUUU. The protein sequence of the target gene is MAGKKNVLSSLAVYAEDSEPESDGEAGIEAVGSAAEEKGGLVSDAYGEDDFSRLGGDEDGYEEEEDENSRQSEDDDSETEKPEADDPKDNTEAEKRDPQELVASFSERVRNMSPDEIKIPPEPPGRCSNHLQDKIQKLYERKIKEGMDMNYIIQRKKEFRNPSIYEKLIQFCAIDELGTNYPKDMFDPHGWSEDSYYEALAKAQKIEMDKLEKAKKERTKIEFVTGTKKGTTTNATSTTTTTASTAVADAQKRKSKWDSAIPVTTIAQPTILTTTATLPAVVTVTTSASGSKTTVISAVG.... Result: 0 (no interaction). (5) The miRNA is mmu-miR-760-5p with sequence CCCCUCAGGCCACCAGAGCCCGG. The protein sequence of the target gene is MPHEELPSLQRPRYGSIVDDERLSAEEMDERRRQNIAYEYLCHLEEAKRWMEVCLVEELPPTTELEEGLRNGVYLAKLAKFFAPKMVSEKKIYDVEQTRYKKSGLHFRHTDNTVQWLRAMEAIGLPKIFYPETTDVYDRKNIPRMIYCIHALSLYLFKLGIAPQIQDLLGKVDFTEEEISNMRKELEKYGIQMPAFSKIGGILANELSVDEAALHAAVIAINEAIEKGVAKQTIITLRNPNAVLTCVDDSLSQEYQKELWEAKKKKEESAKLKNSCISEEERDAYEELLTQAEIQSNIST.... Result: 1 (interaction). (6) The miRNA is hsa-miR-4749-5p with sequence UGCGGGGACAGGCCAGGGCAUC. The protein sequence of the target gene is MADHVQSLAQLENLCKQLYETTDTTTRLQAEKALVEFTNSPDCLSKCQLLLERGSSSYSQLLAATCLTKLVSRTNNPLPLEQRIDIRNYVLNYLATRPKLATFVTQALIQLYARITKLGWFDCQKDDYVFRNAITDVTRFLQDSVEYCIIGVTILSQLTNEINQADTTHPLTKHRKIASSFRDSSLFDIFTLSCNLLKQASGKNLNLNDESQHGLLMQLLKLTHNCLNFDFIGTSTDESSDDLCTVQIPTSWRSAFLDSSTLQLFFDLYHSIPPSFSPLVLSCLVQIASVRRSLFNNAER.... Result: 0 (no interaction).